The task is: Predict the reactants needed to synthesize the given product.. This data is from Full USPTO retrosynthesis dataset with 1.9M reactions from patents (1976-2016). (1) Given the product [CH3:1][C:2]1[N:7]=[C:18]([C:19]([OH:15])=[O:20])[C:5]([N:10]2[CH2:14][CH2:13][CH2:12][CH2:11]2)=[CH:4][CH:3]=1, predict the reactants needed to synthesize it. The reactants are: [CH3:1][C:2]1[N:7]=C(C#N)[C:5]([N:10]2[CH2:14][CH2:13][CH2:12][CH2:11]2)=[CH:4][CH:3]=1.[OH-:15].[K+].Cl.[CH3:18][CH2:19][OH:20]. (2) Given the product [CH:6]1[CH:7]=[CH:8][C:3]([CH2:2][N:9]([N:15]=[O:17])[CH2:13][C:10]#[N:11])=[CH:4][CH:5]=1, predict the reactants needed to synthesize it. The reactants are: Cl.[CH2:2]([NH2:9])[C:3]1[CH:8]=[CH:7][CH:6]=[CH:5][CH:4]=1.[C-:10]#[N:11].[K+].[CH2:13]=O.[N:15]([O-:17])=O.[Na+]. (3) Given the product [CH2:1]([O:3][C:4](=[O:8])[CH:5]([C:6]#[N:7])[C:19]1[CH:18]=[CH:17][N:16]=[CH:15][C:14]=1[N+:11]([O-:13])=[O:12])[CH3:2], predict the reactants needed to synthesize it. The reactants are: [CH2:1]([O:3][C:4](=[O:8])[CH2:5][C:6]#[N:7])[CH3:2].[H-].[Na+].[N+:11]([C:14]1[CH:15]=[N:16][CH:17]=[CH:18][C:19]=1Cl)([O-:13])=[O:12].Cl. (4) Given the product [NH2:22][C:19]1[CH:18]=[CH:17][C:16]([C:5]2[N:6]([C:7]3[CH:15]=[CH:14][CH:13]=[CH:12][C:8]=3[C:9]([OH:11])=[O:10])[C:2]([CH3:1])=[N:3][N:4]=2)=[CH:21][CH:20]=1, predict the reactants needed to synthesize it. The reactants are: [CH3:1][C:2]1[N:6]([C:7]2[CH:15]=[CH:14][CH:13]=[CH:12][C:8]=2[C:9]([OH:11])=[O:10])[C:5]([C:16]2[CH:21]=[CH:20][C:19]([N+:22]([O-])=O)=[CH:18][CH:17]=2)=[N:4][N:3]=1.